This data is from Catalyst prediction with 721,799 reactions and 888 catalyst types from USPTO. The task is: Predict which catalyst facilitates the given reaction. (1) Reactant: [F:1][C:2]1[CH:25]=[CH:24][C:5]([CH2:6][N:7]2[C:11]3=[N:12][C:13]([C:16]4[CH:23]=[CH:22][C:19]([CH:20]=[O:21])=[CH:18][CH:17]=4)=[CH:14][CH:15]=[C:10]3[N:9]=[N:8]2)=[CH:4][CH:3]=1.[BH4-].[Na+]. Product: [F:1][C:2]1[CH:25]=[CH:24][C:5]([CH2:6][N:7]2[C:11]3=[N:12][C:13]([C:16]4[CH:23]=[CH:22][C:19]([CH2:20][OH:21])=[CH:18][CH:17]=4)=[CH:14][CH:15]=[C:10]3[N:9]=[N:8]2)=[CH:4][CH:3]=1. The catalyst class is: 5. (2) Reactant: [F:1][C:2]1[C:18]([F:19])=[CH:17][C:5]2[N:6]([OH:16])[C:7]([C:9]3[CH:10]=[N:11][CH:12]=[C:13]([F:15])[CH:14]=3)=[N:8][C:4]=2[CH:3]=1.[H-].[Na+].[CH3:22]I. Product: [F:1][C:2]1[C:18]([F:19])=[CH:17][C:5]2[N:6]([O:16][CH3:22])[C:7]([C:9]3[CH:10]=[N:11][CH:12]=[C:13]([F:15])[CH:14]=3)=[N:8][C:4]=2[CH:3]=1. The catalyst class is: 1.